Dataset: Catalyst prediction with 721,799 reactions and 888 catalyst types from USPTO. Task: Predict which catalyst facilitates the given reaction. (1) Reactant: [CH2:1]([N:8]1[C:12]2=[CH:13][N:14]=[C:15]([O:17]C)[CH:16]=[C:11]2[C:10]([C:19]([NH:21][CH2:22][C:23]2[CH:28]=[CH:27][C:26]([F:29])=[C:25]([F:30])[CH:24]=2)=[O:20])=[C:9]1[CH:31]([CH3:33])[CH3:32])[C:2]1[CH:7]=[CH:6][CH:5]=[CH:4][CH:3]=1. Product: [CH2:1]([N:8]1[C:12]2=[CH:13][N:14]=[C:15]([OH:17])[CH:16]=[C:11]2[C:10]([C:19]([NH:21][CH2:22][C:23]2[CH:28]=[CH:27][C:26]([F:29])=[C:25]([F:30])[CH:24]=2)=[O:20])=[C:9]1[CH:31]([CH3:33])[CH3:32])[C:2]1[CH:3]=[CH:4][CH:5]=[CH:6][CH:7]=1. The catalyst class is: 844. (2) Reactant: [Cl:1][C:2]1[CH:7]=[CH:6][C:5]([S:8]([CH2:11][C:12]2[CH:17]=[C:16]([F:18])[CH:15]=[CH:14][C:13]=2[F:19])(=[O:10])=[O:9])=[CH:4][CH:3]=1.CCCCCC.C([Li])CCC.Br[CH2:32][CH2:33][O:34][CH2:35][CH2:36]Br. Product: [Cl:1][C:2]1[CH:7]=[CH:6][C:5]([S:8]([C:11]2([C:12]3[CH:17]=[C:16]([F:18])[CH:15]=[CH:14][C:13]=3[F:19])[CH2:36][CH2:35][O:34][CH2:33][CH2:32]2)(=[O:10])=[O:9])=[CH:4][CH:3]=1. The catalyst class is: 30. (3) Product: [C:1]([NH:5][S:6]([C:9]1[C:18]2[C:13](=[CH:14][CH:15]=[CH:16][CH:17]=2)[C:12]([C:19]2[S:23][C:22]([C:24]([OH:26])=[O:25])=[CH:21][C:20]=2[CH2:28][CH:29]2[CH2:30][CH2:31][CH2:32][CH2:33][CH2:34]2)=[CH:11][CH:10]=1)(=[O:8])=[O:7])([CH3:4])([CH3:2])[CH3:3]. The catalyst class is: 24. Reactant: [C:1]([NH:5][S:6]([C:9]1[C:18]2[C:13](=[CH:14][CH:15]=[CH:16][CH:17]=2)[C:12]([C:19]2[S:23][C:22]([C:24]([O:26]C)=[O:25])=[CH:21][C:20]=2[CH2:28][CH:29]2[CH2:34][CH2:33][CH2:32][CH2:31][CH2:30]2)=[CH:11][CH:10]=1)(=[O:8])=[O:7])([CH3:4])([CH3:3])[CH3:2].O[Li].O.Cl. (4) Reactant: [F:1][CH:2]([F:32])[C:3]1[C:4]([C:26]2[CH:27]=[N:28][N:29]([CH3:31])[CH:30]=2)=[CH:5][C:6]([F:25])=[C:7]([NH:9][C:10]2[C:14]3[CH2:15][NH:16][CH2:17][CH2:18][C:13]=3[N:12]([CH:19]3[CH2:24][CH2:23][O:22][CH2:21][CH2:20]3)[N:11]=2)[CH:8]=1.C(N(CC)C(C)C)(C)C.[C:42](Cl)(=[O:45])[CH2:43][CH3:44].O. Product: [F:32][CH:2]([F:1])[C:3]1[C:4]([C:26]2[CH:27]=[N:28][N:29]([CH3:31])[CH:30]=2)=[CH:5][C:6]([F:25])=[C:7]([CH:8]=1)[NH:9][C:10]1[C:14]2[CH2:15][N:16]([C:42](=[O:45])[CH2:43][CH3:44])[CH2:17][CH2:18][C:13]=2[N:12]([CH:19]2[CH2:20][CH2:21][O:22][CH2:23][CH2:24]2)[N:11]=1. The catalyst class is: 2. (5) Reactant: Cl[C:2]1[N:10]([C:11]2[CH:16]=[CH:15][CH:14]=[CH:13][C:12]=2[Cl:17])[C:9]2[C:8](=[O:18])[N:7]([CH3:19])[C:6](=[O:20])[N:5]([CH3:21])[C:4]=2[N:3]=1.[C:22]([O:26][C:27]([N:29]1[CH2:34][CH2:33][NH:32][CH2:31][CH2:30]1)=[O:28])([CH3:25])([CH3:24])[CH3:23]. Product: [C:22]([O:26][C:27]([N:29]1[CH2:34][CH2:33][N:32]([C:2]2[N:10]([C:11]3[CH:16]=[CH:15][CH:14]=[CH:13][C:12]=3[Cl:17])[C:9]3[C:8](=[O:18])[N:7]([CH3:19])[C:6](=[O:20])[N:5]([CH3:21])[C:4]=3[N:3]=2)[CH2:31][CH2:30]1)=[O:28])([CH3:25])([CH3:23])[CH3:24]. The catalyst class is: 13. (6) Reactant: [F:1][C:2]([F:17])([F:16])[C:3]1[CH:8]=[CH:7][C:6]([C:9]2([C:13](=[O:15])[CH3:14])[CH2:12][CH2:11][CH2:10]2)=[CH:5][CH:4]=1.C(O)(=O)C.[Br:22]Br.O. Product: [Br:22][CH2:14][C:13]([C:9]1([C:6]2[CH:5]=[CH:4][C:3]([C:2]([F:16])([F:17])[F:1])=[CH:8][CH:7]=2)[CH2:10][CH2:11][CH2:12]1)=[O:15]. The catalyst class is: 5. (7) Reactant: Cl[C:2]1[N:7]=[C:6]([CH3:8])[C:5]([CH:9]([CH2:14][CH2:15][CH3:16])[C:10]([O:12][CH3:13])=[O:11])=[C:4]([C:17]2[CH:22]=[CH:21][C:20]([CH3:23])=[CH:19][CH:18]=2)[N:3]=1.[C:24]1(B(O)O)[CH:29]=[CH:28][CH:27]=[CH:26][CH:25]=1.C(N(CC)C(C)C)(C)C. Product: [CH3:8][C:6]1[C:5]([CH:9]([CH2:14][CH2:15][CH3:16])[C:10]([O:12][CH3:13])=[O:11])=[C:4]([C:17]2[CH:22]=[CH:21][C:20]([CH3:23])=[CH:19][CH:18]=2)[N:3]=[C:2]([C:24]2[CH:29]=[CH:28][CH:27]=[CH:26][CH:25]=2)[N:7]=1. The catalyst class is: 659.